Dataset: Forward reaction prediction with 1.9M reactions from USPTO patents (1976-2016). Task: Predict the product of the given reaction. The product is: [F:1][C:2]([F:12])([F:11])[C:3]1[N:4]=[CH:5][C:6]([C@H:21]([NH2:19])[CH3:22])=[CH:9][CH:10]=1. Given the reactants [F:1][C:2]([F:12])([F:11])[C:3]1[CH:10]=[CH:9][C:6](C=O)=[CH:5][N:4]=1.CC([S@@]([NH2:19])=O)(C)C.Cl[CH:21](Cl)[CH3:22], predict the reaction product.